From a dataset of Forward reaction prediction with 1.9M reactions from USPTO patents (1976-2016). Predict the product of the given reaction. (1) Given the reactants [OH-].[K+].[OH:3][C@H:4]1[C@H:9]([C:10]2[CH:15]=[CH:14][C:13]([O:16][CH2:17][CH2:18][CH2:19][S:20][CH3:21])=[CH:12][CH:11]=2)[C@@H:8]([O:22][CH2:23][C:24]2[CH:25]=[CH:26][C:27]3[O:32][CH2:31][CH2:30][N:29]([CH2:33][CH2:34][CH2:35][O:36][CH3:37])[C:28]=3[CH:38]=2)[CH2:7][N:6](C(OCC2C=CC=CC=2)=O)[CH2:5]1, predict the reaction product. The product is: [CH3:37][O:36][CH2:35][CH2:34][CH2:33][N:29]1[C:28]2[CH:38]=[C:24]([CH2:23][O:22][C@H:8]3[CH2:7][NH:6][CH2:5][C@@H:4]([OH:3])[C@@H:9]3[C:10]3[CH:11]=[CH:12][C:13]([O:16][CH2:17][CH2:18][CH2:19][S:20][CH3:21])=[CH:14][CH:15]=3)[CH:25]=[CH:26][C:27]=2[O:32][CH2:31][CH2:30]1. (2) Given the reactants NC1(C2C=CC(C3C(C4C=CC=CC=4)=CC4C(=O)CCCC=4N=3)=CC=2)CCC1.C(OC(=O)[NH:35][C:36]1([C:40]2[CH:45]=[CH:44][C:43]([C:46]3[C:47]([C:60]4[CH:65]=[CH:64][CH:63]=[CH:62][CH:61]=4)=[CH:48][C:49]4[N:54]([CH2:55][C:56]#[N:57])[C:53](=[O:58])[CH2:52][O:51][C:50]=4[N:59]=3)=[CH:42][CH:41]=2)[CH2:39][CH2:38][CH2:37]1)(C)(C)C, predict the reaction product. The product is: [NH2:35][C:36]1([C:40]2[CH:41]=[CH:42][C:43]([C:46]3[C:47]([C:60]4[CH:61]=[CH:62][CH:63]=[CH:64][CH:65]=4)=[CH:48][C:49]4[N:54]([CH2:55][C:56]#[N:57])[C:53](=[O:58])[CH2:52][O:51][C:50]=4[N:59]=3)=[CH:44][CH:45]=2)[CH2:39][CH2:38][CH2:37]1. (3) The product is: [Cl:22][C:5]1[C:6]([NH:8][C:9]2[C:14]([F:15])=[CH:13][CH:12]=[CH:11][C:10]=2[N:16]([CH3:21])[CH2:17][CH2:18][C:19]#[N:20])=[N:7][C:2]([NH:23][C:24]2[CH:25]=[CH:26][C:27]3[C:33]([CH3:34])([CH3:35])[CH2:32][CH2:31][C:30](=[O:36])[NH:29][C:28]=3[CH:37]=2)=[N:3][CH:4]=1. Given the reactants Cl[C:2]1[N:7]=[C:6]([NH:8][C:9]2[C:14]([F:15])=[CH:13][CH:12]=[CH:11][C:10]=2[N:16]([CH3:21])[CH2:17][CH2:18][C:19]#[N:20])[C:5]([Cl:22])=[CH:4][N:3]=1.[NH2:23][C:24]1[CH:25]=[CH:26][C:27]2[C:33]([CH3:35])([CH3:34])[CH2:32][CH2:31][C:30](=[O:36])[NH:29][C:28]=2[CH:37]=1, predict the reaction product. (4) Given the reactants [NH:1]1[C:5]2=[CH:6][N:7]=[CH:8][CH:9]=[C:4]2[CH:3]=[CH:2]1.[Br:10][C:11]1[CH:19]=[C:18]([Cl:20])[C:14]([C:15](Cl)=[O:16])=[C:13]([Cl:21])[CH:12]=1, predict the reaction product. The product is: [Br:10][C:11]1[CH:12]=[C:13]([Cl:21])[C:14]([C:15]([C:3]2[C:4]3[C:5](=[CH:6][N:7]=[CH:8][CH:9]=3)[NH:1][CH:2]=2)=[O:16])=[C:18]([Cl:20])[CH:19]=1. (5) Given the reactants [CH2:1]([OH:6])[CH2:2][CH2:3][CH2:4][OH:5].[H-].[Na+].Cl[C:10]1[N:19]=[C:18]([C:20]2[CH:25]=[CH:24][C:23]([N:26]3[CH2:31][CH2:30][O:29][CH2:28][CH2:27]3)=[CH:22][CH:21]=2)[CH:17]=[C:16]2[C:11]=1[CH:12]=[CH:13][CH:14]=[N:15]2.O, predict the reaction product. The product is: [O:29]1[CH2:28][CH2:27][N:26]([C:23]2[CH:22]=[CH:21][C:20]([C:18]3[CH:17]=[C:16]4[C:11]([CH:12]=[CH:13][CH:14]=[N:15]4)=[C:10]([O:5][CH2:4][CH2:3][CH2:2][CH2:1][OH:6])[N:19]=3)=[CH:25][CH:24]=2)[CH2:31][CH2:30]1.